Dataset: Catalyst prediction with 721,799 reactions and 888 catalyst types from USPTO. Task: Predict which catalyst facilitates the given reaction. Reactant: Br[C:2]1[CH:7]=[C:6]([CH3:8])[CH:5]=[CH:4][C:3]=1[O:9][CH3:10].C([Li])CCC.C[O:17][B:18](OC)[O:19]C.Cl. Product: [CH3:8][C:6]1[CH:5]=[CH:4][C:3]([O:9][CH3:10])=[C:2]([B:18]([OH:19])[OH:17])[CH:7]=1. The catalyst class is: 1.